This data is from Reaction yield outcomes from USPTO patents with 853,638 reactions. The task is: Predict the reaction yield, written as a fraction of the theoretical maximum amount of product (1.0 means a 100% yield; for example, 0.34 means a 34% yield). (1) The reactants are [N+:1]([C:4]1[CH:5]=[CH:6][C:7]([C:10]#[N:11])=[N:8][CH:9]=1)([O-])=O.C(=O)(O)N. The catalyst is CO.[Pd]. The product is [NH2:1][C:4]1[CH:5]=[CH:6][C:7]([C:10]#[N:11])=[N:8][CH:9]=1. The yield is 0.913. (2) The reactants are [NH2:1][C:2]1[S:3][C:4]2[C:9]([N:10]=1)=[CH:8][CH:7]=[C:6]([N:11]([CH3:26])[C:12]1[CH:13]=[CH:14][C:15]([F:25])=[C:16]([NH:18][C:19](=[O:24])[C:20]([F:23])([F:22])[F:21])[CH:17]=1)[N:5]=2.[CH:27]1([C:30](Cl)=[O:31])[CH2:29][CH2:28]1. The catalyst is N1C=CC=CC=1. The product is [F:25][C:15]1[CH:14]=[CH:13][C:12]([N:11]([CH3:26])[C:6]2[N:5]=[C:4]3[S:3][C:2]([NH:1][C:30]([CH:27]4[CH2:29][CH2:28]4)=[O:31])=[N:10][C:9]3=[CH:8][CH:7]=2)=[CH:17][C:16]=1[NH:18][C:19](=[O:24])[C:20]([F:22])([F:21])[F:23]. The yield is 0.590. (3) The reactants are C(OC[N:9]1[C:13]2[N:14]=[CH:15][N:16]=[C:17]([C:18]3[CH:19]=[N:20][N:21]([C:23]4([CH2:32][C:33]#[N:34])[CH2:26][N:25]([S:27]([CH2:30][CH3:31])(=[O:29])=[O:28])[CH2:24]4)[CH:22]=3)[C:12]=2[CH:11]=[CH:10]1)(=O)C(C)(C)C.[OH-].[Na+]. The catalyst is CO.O1CCCC1. The product is [N:14]1[C:13]2[NH:9][CH:10]=[CH:11][C:12]=2[C:17]([C:18]2[CH:19]=[N:20][N:21]([C:23]3([CH2:32][C:33]#[N:34])[CH2:24][N:25]([S:27]([CH2:30][CH3:31])(=[O:28])=[O:29])[CH2:26]3)[CH:22]=2)=[N:16][CH:15]=1. The yield is 0.860. (4) The yield is 0.880. The catalyst is CCOCC. The reactants are [ClH:1].[CH3:2][OH:3].[CH2:4]([O:11][CH2:12][CH2:13][C:14]#[N:15])[C:5]1[CH:10]=[CH:9][CH:8]=[CH:7][CH:6]=1. The product is [ClH:1].[CH2:4]([O:11][CH2:12][CH2:13][C:14](=[NH:15])[O:3][CH3:2])[C:5]1[CH:10]=[CH:9][CH:8]=[CH:7][CH:6]=1. (5) The reactants are [CH2:1]([O:3][C:4](=[O:17])[CH:5]=[C:6]1[CH2:9][N:8]([C:10]([O:12][C:13]([CH3:16])([CH3:15])[CH3:14])=[O:11])[CH2:7]1)[CH3:2].[OH:18][C:19]1[CH:24]=[CH:23][C:22](B(O)O)=[CH:21][CH:20]=1.[OH-].[K+]. The catalyst is C1COCC1.O1CCOCC1.C1CC=CCCC=C1.C1CC=CCCC=C1.[Cl-].[Cl-].[Rh].[Rh]. The product is [CH2:1]([O:3][C:4](=[O:17])[CH2:5][C:6]1([C:22]2[CH:23]=[CH:24][C:19]([OH:18])=[CH:20][CH:21]=2)[CH2:7][N:8]([C:10]([O:12][C:13]([CH3:16])([CH3:15])[CH3:14])=[O:11])[CH2:9]1)[CH3:2]. The yield is 0.504. (6) The yield is 0.930. The reactants are [F:1][C:2]1[C:9]([F:10])=[CH:8][CH:7]=[CH:6][C:3]=1[CH:4]=O.[CH3:11][C:12]([S@:15]([NH2:17])=[O:16])([CH3:14])[CH3:13]. The catalyst is S([O-])([O-])(=O)=O.[Cu+2].ClCCCl. The product is [F:1][C:2]1[C:9]([F:10])=[CH:8][CH:7]=[CH:6][C:3]=1/[CH:4]=[N:17]/[S@@:15]([C:12]([CH3:14])([CH3:13])[CH3:11])=[O:16]. (7) The reactants are [Br:1][C:2]1[CH:7]=[CH:6][C:5](/[CH:8]=[CH:9]/[CH2:10][OH:11])=[CH:4][CH:3]=1.[Cr](O[Cr]([O-])(=O)=O)([O-])(=O)=O.[NH+]1C=CC=CC=1.[NH+]1C=CC=CC=1.CCCCCC. The catalyst is ClCCl. The product is [Br:1][C:2]1[CH:3]=[CH:4][C:5](/[CH:8]=[CH:9]/[CH:10]=[O:11])=[CH:6][CH:7]=1. The yield is 0.670. (8) The reactants are [H-].[Na+].[F:3][C:4]1[CH:13]=[CH:12][C:7]([C:8](=[N:10][OH:11])[NH2:9])=[CH:6][CH:5]=1.[OH:14][C:15]([C:22]1[CH:27]=[CH:26][N:25]=[CH:24][CH:23]=1)([CH3:21])[C:16](OCC)=O.CCOC(C)=O.CCCCCC. The catalyst is C1COCC1. The product is [F:3][C:4]1[CH:13]=[CH:12][C:7]([C:8]2[N:9]=[C:16]([C:15]([C:22]3[CH:27]=[CH:26][N:25]=[CH:24][CH:23]=3)([OH:14])[CH3:21])[O:11][N:10]=2)=[CH:6][CH:5]=1. The yield is 0.380.